The task is: Predict which catalyst facilitates the given reaction.. This data is from Catalyst prediction with 721,799 reactions and 888 catalyst types from USPTO. Reactant: C(OC(=O)[NH:7][C:8]1[CH:13]=[C:12]([C:14]([F:17])([F:16])[F:15])[CH:11]=[C:10]([C:18](=[O:34])[N:19]([CH3:33])[C:20]2[CH:21]=[N:22][CH:23]=[CH:24][C:25]=2[C:26]2[CH:31]=[CH:30][CH:29]=[CH:28][C:27]=2[CH3:32])[CH:9]=1)(C)(C)C. Product: [NH2:7][C:8]1[CH:9]=[C:10]([CH:11]=[C:12]([C:14]([F:17])([F:15])[F:16])[CH:13]=1)[C:18]([N:19]([CH3:33])[C:20]1[CH:21]=[N:22][CH:23]=[CH:24][C:25]=1[C:26]1[CH:31]=[CH:30][CH:29]=[CH:28][C:27]=1[CH3:32])=[O:34]. The catalyst class is: 243.